Dataset: Peptide-MHC class I binding affinity with 185,985 pairs from IEDB/IMGT. Task: Regression. Given a peptide amino acid sequence and an MHC pseudo amino acid sequence, predict their binding affinity value. This is MHC class I binding data. (1) The peptide sequence is YAMAIRQAI. The MHC is HLA-A32:15 with pseudo-sequence HLA-A32:15. The binding affinity (normalized) is 0.582. (2) The peptide sequence is SHAIYWDKI. The MHC is Mamu-B17 with pseudo-sequence Mamu-B17. The binding affinity (normalized) is 0.461. (3) The peptide sequence is ADFKLFFRW. The MHC is HLA-A30:01 with pseudo-sequence HLA-A30:01. The binding affinity (normalized) is 0.0847. (4) The peptide sequence is THTNGVRLL. The MHC is Mamu-A20102 with pseudo-sequence Mamu-A20102. The binding affinity (normalized) is 0.433.